The task is: Regression. Given a peptide amino acid sequence and an MHC pseudo amino acid sequence, predict their binding affinity value. This is MHC class I binding data.. This data is from Peptide-MHC class I binding affinity with 185,985 pairs from IEDB/IMGT. (1) The peptide sequence is SVLDIISSK. The MHC is HLA-A11:01 with pseudo-sequence HLA-A11:01. The binding affinity (normalized) is 0.824. (2) The peptide sequence is CFVRSSPASFE. The MHC is H-2-Kb with pseudo-sequence H-2-Kb. The binding affinity (normalized) is 0.0127. (3) The peptide sequence is AMYDPQTYY. The MHC is HLA-A29:02 with pseudo-sequence HLA-A29:02. The binding affinity (normalized) is 1.00. (4) The binding affinity (normalized) is 0.0847. The peptide sequence is FYPINDDFY. The MHC is HLA-A11:01 with pseudo-sequence HLA-A11:01. (5) The peptide sequence is VTIPQIGGM. The MHC is HLA-A31:01 with pseudo-sequence HLA-A31:01. The binding affinity (normalized) is 0.0847.